Task: Predict the reactants needed to synthesize the given product.. Dataset: Full USPTO retrosynthesis dataset with 1.9M reactions from patents (1976-2016) (1) Given the product [CH3:1][C:2]([CH3:5])([C@@H:12]([O:20][CH2:16][C:17]1[CH:18]=[CH:19][CH:24]=[CH:23][CH:22]=1)[CH:11]=[CH2:13])[CH2:3][OH:9], predict the reactants needed to synthesize it. The reactants are: [CH3:1][C:2]([CH3:5])([O-])[CH3:3].[K+].[PH5].C(=O)=[O:9].[CH:11](O)([CH3:13])[CH3:12].O1[CH2:19][CH2:18][CH2:17][CH:16]1[OH:20].O1C[CH2:24][CH2:23][CH2:22]1. (2) Given the product [O:1]1[CH2:2][CH2:3][N:4]([C@H:7]2[CH2:8][CH2:9][C@H:10]([O:13][C:17]3[C:18]4[CH:25]=[CH:24][O:23][C:19]=4[N:20]=[CH:21][N:22]=3)[CH2:11][CH2:12]2)[CH2:5][CH2:6]1, predict the reactants needed to synthesize it. The reactants are: [O:1]1[CH2:6][CH2:5][N:4]([C@H:7]2[CH2:12][CH2:11][C@H:10]([OH:13])[CH2:9][CH2:8]2)[CH2:3][CH2:2]1.[H-].[Na+].Cl[C:17]1[C:18]2[CH:25]=[CH:24][O:23][C:19]=2[N:20]=[CH:21][N:22]=1. (3) Given the product [CH2:13]([C:17]1[N:21]([CH2:22][C:23]2[CH:28]=[CH:27][C:26]([C:29]3[CH:34]=[CH:33][CH:32]=[CH:31][C:30]=3[C:35]3[NH:3][C:4](=[O:7])[O:5][N:36]=3)=[CH:25][CH:24]=2)[C:20](=[O:37])[N:19]([C:38]2[CH:43]=[CH:42][CH:41]=[CH:40][CH:39]=2)[N:18]=1)[CH2:14][CH2:15][CH3:16], predict the reactants needed to synthesize it. The reactants are: [Cl-].O[NH3+:3].[C:4](=[O:7])([O-])[OH:5].[Na+].CS(C)=O.[CH2:13]([C:17]1[N:21]([CH2:22][C:23]2[CH:28]=[CH:27][C:26]([C:29]3[C:30]([C:35]#[N:36])=[CH:31][CH:32]=[CH:33][CH:34]=3)=[CH:25][CH:24]=2)[C:20](=[O:37])[N:19]([C:38]2[CH:43]=[CH:42][CH:41]=[CH:40][CH:39]=2)[N:18]=1)[CH2:14][CH2:15][CH3:16]. (4) Given the product [CH3:1][O:2][C:3]1[CH:4]=[C:5]2[C:9](=[CH:10][CH:11]=1)[NH:8][C:7]([CH3:12])=[C:6]2[C:13]#[N:15], predict the reactants needed to synthesize it. The reactants are: [CH3:1][O:2][C:3]1[CH:4]=[C:5]2[C:9](=[CH:10][CH:11]=1)[NH:8][C:7]([CH3:12])=[CH:6]2.[C:13](#[N:15])C.ClS(N=C=O)(=O)=O.CN(C)C=O. (5) Given the product [Cl:20][C:12]1[CH:13]=[C:14]([C:15]#[N:16])[CH:17]=[C:18]([Cl:19])[C:11]=1[C:9]1[S:8][C:7]2[C:2]([NH:21][C:22]3[CH:23]=[C:24]([CH:27]=[CH:28][N:29]=3)[C:25]#[N:26])=[N:3][CH:4]=[CH:5][C:6]=2[N:10]=1, predict the reactants needed to synthesize it. The reactants are: Br[C:2]1[C:7]2[S:8][C:9]([C:11]3[C:18]([Cl:19])=[CH:17][C:14]([C:15]#[N:16])=[CH:13][C:12]=3[Cl:20])=[N:10][C:6]=2[CH:5]=[CH:4][N:3]=1.[NH2:21][C:22]1[CH:23]=[C:24]([CH:27]=[CH:28][N:29]=1)[C:25]#[N:26].CC1(C)C2C(=C(P(C3C=CC=CC=3)C3C=CC=CC=3)C=CC=2)OC2C(P(C3C=CC=CC=3)C3C=CC=CC=3)=CC=CC1=2.C(=O)([O-])[O-].[Cs+].[Cs+]. (6) Given the product [CH3:7][O:6][C:4](=[O:5])[CH:3]([NH:2][C:15]([O:17][C:18]([CH3:21])([CH3:20])[CH3:19])=[O:16])[C:8]1[CH:9]=[CH:10][C:11]([OH:14])=[CH:12][CH:13]=1, predict the reactants needed to synthesize it. The reactants are: Cl.[NH2:2][C@@H:3]([C:8]1[CH:13]=[CH:12][C:11]([OH:14])=[CH:10][CH:9]=1)[C:4]([O:6][CH3:7])=[O:5].[C:15](O[C:15]([O:17][C:18]([CH3:21])([CH3:20])[CH3:19])=[O:16])([O:17][C:18]([CH3:21])([CH3:20])[CH3:19])=[O:16].C(N(CC)CC)C. (7) Given the product [NH2:22][C:3]1[C:2]([F:1])=[CH:7][C:6]([CH3:8])=[CH:5][C:4]=1[NH:9][CH:10]1[CH2:15][CH2:14][N:13]([CH:16]2[CH2:21][CH2:20][O:19][CH2:18][CH2:17]2)[CH2:12][CH2:11]1, predict the reactants needed to synthesize it. The reactants are: [F:1][C:2]1[C:3]([N+:22]([O-])=O)=[C:4]([NH:9][CH:10]2[CH2:15][CH2:14][N:13]([CH:16]3[CH2:21][CH2:20][O:19][CH2:18][CH2:17]3)[CH2:12][CH2:11]2)[CH:5]=[C:6]([CH3:8])[CH:7]=1.